From a dataset of Reaction yield outcomes from USPTO patents with 853,638 reactions. Predict the reaction yield, written as a fraction of the theoretical maximum amount of product (1.0 means a 100% yield; for example, 0.34 means a 34% yield). The reactants are [O:1]=[C:2]1[C:7]([CH2:8][C:9]2[CH:14]=[CH:13][C:12]([C:15]3[CH:20]=[CH:19][CH:18]=[CH:17][C:16]=3[C:21]3[NH:25][C:24](=[O:26])[O:23][N:22]=3)=[CH:11][CH:10]=2)=[C:6]([CH2:27][CH2:28][CH3:29])[N:5]2[N:30]=[CH:31][N:32]=[C:4]2[N:3]1[C@H:33]1[CH2:38][CH2:37][C@H:36]([O:39][CH2:40][C:41]([NH2:43])=O)[CH2:35][CH2:34]1.N1C=CC=CC=1.FC(F)(F)C(OC(=O)C(F)(F)F)=O. The catalyst is O1CCCC1.C(OCC)(=O)C. The product is [O:1]=[C:2]1[C:7]([CH2:8][C:9]2[CH:14]=[CH:13][C:12]([C:15]3[CH:20]=[CH:19][CH:18]=[CH:17][C:16]=3[C:21]3[NH:25][C:24](=[O:26])[O:23][N:22]=3)=[CH:11][CH:10]=2)=[C:6]([CH2:27][CH2:28][CH3:29])[N:5]2[N:30]=[CH:31][N:32]=[C:4]2[N:3]1[C@H:33]1[CH2:38][CH2:37][C@H:36]([O:39][CH2:40][C:41]#[N:43])[CH2:35][CH2:34]1. The yield is 0.380.